Dataset: Catalyst prediction with 721,799 reactions and 888 catalyst types from USPTO. Task: Predict which catalyst facilitates the given reaction. (1) Reactant: Cl[C:2]1[CH:3]=[C:4]([CH:14]=[CH:15][C:16]=1[N+:17]([O-:19])=[O:18])[C:5]([NH:7][C:8]1[CH:13]=[CH:12][CH:11]=[CH:10][CH:9]=1)=[O:6].[C:20]([O:24][C:25](=[O:34])[NH:26][CH2:27][CH:28]1[CH2:33][CH2:32][NH:31][CH2:30][CH2:29]1)([CH3:23])([CH3:22])[CH3:21].C(=O)([O-])[O-].[K+].[K+]. Product: [C:20]([O:24][C:25](=[O:34])[NH:26][CH2:27][CH:28]1[CH2:29][CH2:30][N:31]([C:2]2[CH:3]=[C:4]([C:5](=[O:6])[NH:7][C:8]3[CH:13]=[CH:12][CH:11]=[CH:10][CH:9]=3)[CH:14]=[CH:15][C:16]=2[N+:17]([O-:19])=[O:18])[CH2:32][CH2:33]1)([CH3:23])([CH3:21])[CH3:22]. The catalyst class is: 9. (2) Reactant: [F:1][C:2]([F:20])([F:19])[C:3]1[CH:4]=[C:5]([C:9]2[O:13][N:12]=[C:11]([C:14](OCC)=[O:15])[CH:10]=2)[CH:6]=[CH:7][CH:8]=1.[BH4-].[Na+]. Product: [F:20][C:2]([F:1])([F:19])[C:3]1[CH:4]=[C:5]([C:9]2[O:13][N:12]=[C:11]([CH2:14][OH:15])[CH:10]=2)[CH:6]=[CH:7][CH:8]=1. The catalyst class is: 8. (3) Product: [Br:11][C:9]1[CH:10]=[C:2]2[C:3]([C:4](=[O:6])[N:26]([C:27]3[CH:28]=[C:29]([NH:34][C:35](=[O:46])[C:36]4[CH:41]=[CH:40][CH:39]=[C:38]([C:42]([F:43])([F:44])[F:45])[CH:37]=4)[CH:30]=[CH:31][C:32]=3[CH3:33])[CH:12]=[N:1]2)=[CH:7][CH:8]=1. Reactant: [NH2:1][C:2]1[CH:10]=[C:9]([Br:11])[CH:8]=[CH:7][C:3]=1[C:4]([OH:6])=O.[CH:12](OCC)(OCC)OCC.C(O)(=O)C.[NH2:26][C:27]1[CH:28]=[C:29]([NH:34][C:35](=[O:46])[C:36]2[CH:41]=[CH:40][CH:39]=[C:38]([C:42]([F:45])([F:44])[F:43])[CH:37]=2)[CH:30]=[CH:31][C:32]=1[CH3:33]. The catalyst class is: 11. (4) Reactant: [H-].[Na+].[Cl:3][C:4]1[CH:5]=[N:6][N:7]([CH2:9][C:10]#[N:11])[CH:8]=1.Br[CH2:13][CH2:14]Br.[Cl-].[NH4+]. Product: [Cl:3][C:4]1[CH:5]=[N:6][N:7]([C:9]2([C:10]#[N:11])[CH2:14][CH2:13]2)[CH:8]=1. The catalyst class is: 16. (5) Reactant: [H-].[Al+3].[Li+].[H-].[H-].[H-].C(O[C:12]([N:14]1[C:18]([CH3:20])([CH3:19])[CH2:17][CH2:16][C@H:15]1[C:21](O)=[O:22])=O)(C)(C)C. Product: [CH3:12][N:14]1[C:18]([CH3:20])([CH3:19])[CH2:17][CH2:16][C@H:15]1[CH2:21][OH:22]. The catalyst class is: 1. (6) Reactant: [CH2:1]([NH:8][C:9](=[O:55])[NH:10][C:11]1[CH:16]=[CH:15][C:14]([N:17]2[C:21]([CH3:22])=[CH:20][C:19]([C:23]([N:25]([CH2:30][CH2:31][CH2:32][CH3:33])[CH2:26][CH2:27][CH2:28][CH3:29])=[O:24])=[N:18]2)=[C:13]([C:34]([N:36]2[C@H:45]([CH2:46][O:47][Si](C(C)(C)C)(C)C)[CH2:44][C:43]3[C:38](=[CH:39][CH:40]=[CH:41][CH:42]=3)[CH2:37]2)=[O:35])[CH:12]=1)[C:2]1[CH:7]=[CH:6][CH:5]=[CH:4][CH:3]=1.Cl.C([O-])(O)=O.[Na+]. Product: [CH2:1]([NH:8][C:9](=[O:55])[NH:10][C:11]1[CH:16]=[CH:15][C:14]([N:17]2[C:21]([CH3:22])=[CH:20][C:19]([C:23]([N:25]([CH2:30][CH2:31][CH2:32][CH3:33])[CH2:26][CH2:27][CH2:28][CH3:29])=[O:24])=[N:18]2)=[C:13]([C:34]([N:36]2[C@H:45]([CH2:46][OH:47])[CH2:44][C:43]3[C:38](=[CH:39][CH:40]=[CH:41][CH:42]=3)[CH2:37]2)=[O:35])[CH:12]=1)[C:2]1[CH:3]=[CH:4][CH:5]=[CH:6][CH:7]=1. The catalyst class is: 20. (7) Reactant: C([O:3][C:4](=O)[NH:5]/[C:6](/[C:10]1[CH:15]=[CH:14][C:13]([F:16])=[CH:12][C:11]=1[F:17])=[CH:7]\[C:8]#[N:9])C.[CH3:19][CH:20]([N:22]1[CH2:27][CH2:26][CH:25]([C:28]([NH:30][NH2:31])=O)[CH2:24][CH2:23]1)[CH3:21].O. Product: [F:17][C:11]1[CH:12]=[C:13]([F:16])[CH:14]=[CH:15][C:10]=1[C:6]1[NH:5][C:4](=[O:3])[N:31]2[N:30]=[C:28]([CH:25]3[CH2:26][CH2:27][N:22]([CH:20]([CH3:21])[CH3:19])[CH2:23][CH2:24]3)[N:9]=[C:8]2[CH:7]=1. The catalyst class is: 60. (8) The catalyst class is: 460. Product: [CH2:22]([O:26][CH2:27][CH2:28][O:29][C:30]1[CH:31]=[CH:32][C:33]([C:2]2[CH:3]=[CH:4][C:5]([N:17]3[CH2:21][CH2:20][CH2:19][CH2:18]3)=[C:6](/[CH:8]=[C:9](\[CH2:15][CH3:16])/[C:10]([O:12][CH2:13][CH3:14])=[O:11])[CH:7]=2)=[CH:34][CH:35]=1)[CH2:23][CH2:24][CH3:25]. Reactant: Br[C:2]1[CH:3]=[CH:4][C:5]([N:17]2[CH2:21][CH2:20][CH2:19][CH2:18]2)=[C:6](/[CH:8]=[C:9](\[CH2:15][CH3:16])/[C:10]([O:12][CH2:13][CH3:14])=[O:11])[CH:7]=1.[CH2:22]([O:26][CH2:27][CH2:28][O:29][C:30]1[CH:35]=[CH:34][C:33](OB(O)O)=[CH:32][CH:31]=1)[CH2:23][CH2:24][CH3:25].C(=O)([O-])[O-].[K+].[K+]. (9) Reactant: CC(N)(C)C[C:4]1[CH:17]=[CH:16][C:7]([O:8][C:9]2[CH:14]=[CH:13][C:12]([OH:15])=[CH:11][CH:10]=2)=[CH:6][CH:5]=1.[O:20]1[CH2:22][C@H:21]1[CH2:23][O:24][C:25]1[C:37]2[C:36]3[C:31](=[CH:32][CH:33]=[CH:34][CH:35]=3)[NH:30][C:29]=2[CH:28]=[CH:27][CH:26]=1. Product: [OH:20][C@@H:21]([CH2:22][N:30]([C:4]1[CH:5]=[CH:6][C:7]([O:8][C:9]2[CH:10]=[CH:11][C:12]([OH:15])=[CH:13][CH:14]=2)=[CH:16][CH:17]=1)[CH2:29][CH:37]([CH3:25])[CH3:36])[CH2:23][O:24][C:25]1[C:37]2[C:36]3[C:31](=[CH:32][CH:33]=[CH:34][CH:35]=3)[NH:30][C:29]=2[CH:28]=[CH:27][CH:26]=1. The catalyst class is: 14. (10) Reactant: [CH3:1][CH2:2]O.[CH3:4][CH2:5]OC(C)=O.CCO.CC(O)=O.O.[CH:18]1[C:23]([I:24])=[C:22]([O:25][C:26]2[CH:31]=[C:30]([I:32])[C:29]([OH:33])=[C:28]([I:34])[CH:27]=2)[C:21]([I:35])=[CH:20][C:19]=1[CH2:36][C@H:37]([NH2:41])[C:38]([OH:40])=[O:39]. Product: [CH2:4]([O:39][C:38](=[O:40])[CH:37]([NH:41][CH2:1][CH3:2])[CH2:36][C:19]1[CH:20]=[C:21]([I:35])[C:22]([O:25][C:26]2[CH:27]=[C:28]([I:34])[C:29]([OH:33])=[C:30]([I:32])[CH:31]=2)=[C:23]([I:24])[CH:18]=1)[CH3:5]. The catalyst class is: 374.